This data is from Forward reaction prediction with 1.9M reactions from USPTO patents (1976-2016). The task is: Predict the product of the given reaction. (1) Given the reactants [NH2:1][C:2]1[CH:3]=[C:4](/[CH:24]=[C:25]2/[C:26]([NH:31][CH3:32])=[N:27][C:28](=[O:30])[S:29]/2)[CH:5]=[CH:6][C:7]=1[O:8][CH2:9][C:10]1[CH:15]=[CH:14][C:13]([C:16]([F:19])([F:18])[F:17])=[CH:12][C:11]=1[C:20]([F:23])([F:22])[F:21].C([BH3-])#N.[Na+].O1[CH2:41][CH2:40][CH2:39]C1.[C:42](#N)C, predict the reaction product. The product is: [F:23][C:20]([F:21])([F:22])[C:11]1[CH:12]=[C:13]([C:16]([F:17])([F:18])[F:19])[CH:14]=[CH:15][C:10]=1[CH2:9][O:8][C:7]1[CH:6]=[CH:5][C:4](/[CH:24]=[C:25]2/[C:26]([NH:31][CH3:32])=[N:27][C:28](=[O:30])[S:29]/2)=[CH:3][C:2]=1[NH:1][CH2:42][CH:40]([CH3:39])[CH3:41]. (2) The product is: [Br:19][C:15]1[CH:14]=[C:13]([NH:12][C:5]2[C:4]3[C:9](=[CH:10][CH:11]=[C:2]([NH:1][C:27](=[O:31])[C:28]([CH3:30])=[CH2:29])[CH:3]=3)[N:8]=[CH:7][N:6]=2)[CH:18]=[CH:17][CH:16]=1. Given the reactants [NH2:1][C:2]1[CH:3]=[C:4]2[C:9](=[CH:10][CH:11]=1)[N:8]=[CH:7][N:6]=[C:5]2[NH:12][C:13]1[CH:18]=[CH:17][CH:16]=[C:15]([Br:19])[CH:14]=1.CCN(CC)CC.[C:27](Cl)(=[O:31])[C:28]([CH3:30])=[CH2:29], predict the reaction product. (3) The product is: [F:30][C:28]1[CH:27]=[C:26]2[C:21](=[C:20]([F:19])[CH:29]=1)[CH2:22][CH:23]([NH:31][C@@H:32]([C:36]1[CH:37]=[CH:38][CH:39]=[CH:40][CH:41]=1)[C:33]([NH:16][C:14]1[N:13]=[CH:12][N:11]([C:2]([CH3:10])([CH3:1])[CH2:3][NH:4][CH2:5][C:6]([CH3:9])([CH3:8])[CH3:7])[CH:15]=1)=[O:34])[CH2:24][CH2:25]2. Given the reactants [CH3:1][C:2]([N:11]1[CH:15]=[C:14]([N+:16]([O-])=O)[N:13]=[CH:12]1)([CH3:10])[CH2:3][NH:4][CH2:5][C:6]([CH3:9])([CH3:8])[CH3:7].[F:19][C:20]1[CH:29]=[C:28]([F:30])[CH:27]=[C:26]2[C:21]=1[CH2:22][CH:23]([NH:31][C@@H:32]([C:36]1[CH:41]=[CH:40][CH:39]=[CH:38][CH:37]=1)[C:33](O)=[O:34])[CH2:24][CH2:25]2, predict the reaction product. (4) Given the reactants COC1C=CC(C[N:8]2[C:12]3[N:13]=[CH:14][C:15]4[CH2:16][CH2:17][NH:18][C:19]5[CH:25]=[CH:24][CH:23]=[CH:22][C:20]=5[C:21]=4[C:11]=3[CH:10]=[N:9]2)=CC=1.[C:28]1([S:34](Cl)(=[O:36])=[O:35])[CH:33]=[CH:32][CH:31]=[CH:30][CH:29]=1, predict the reaction product. The product is: [C:28]1([S:34]([N:18]2[C:19]3[CH:25]=[CH:24][CH:23]=[CH:22][C:20]=3[C:21]3[C:11]4[CH:10]=[N:9][NH:8][C:12]=4[N:13]=[CH:14][C:15]=3[CH2:16][CH2:17]2)(=[O:36])=[O:35])[CH:33]=[CH:32][CH:31]=[CH:30][CH:29]=1. (5) Given the reactants [CH2:1]([O:3][C:4]([C:6]1[NH:7][CH:8]=[C:9]([F:11])[CH:10]=1)=[O:5])[CH3:2].Br[CH2:13][C:14]([C:16]1[CH:21]=[CH:20][C:19]([Br:22])=[CH:18][CH:17]=1)=[O:15].C(=O)([O-])[O-].[Cs+].[Cs+].O, predict the reaction product. The product is: [CH2:1]([O:3][C:4]([C:6]1[N:7]([CH2:13][C:14]([C:16]2[CH:21]=[CH:20][C:19]([Br:22])=[CH:18][CH:17]=2)=[O:15])[CH:8]=[C:9]([F:11])[CH:10]=1)=[O:5])[CH3:2]. (6) Given the reactants Cl.N1CCC1.FC1C(F)=CC=CC=1CSC1N=C(NS(N2CCC(=O)CC2)(=O)=O)C=C(OC)N=1.[F:35][C:36]1[C:67]([F:68])=[CH:66][CH:65]=[CH:64][C:37]=1[CH2:38][S:39][C:40]1[N:45]=[C:44]([NH:46][S:47]([N:50]2[CH2:55][CH2:54][CH:53]([N:56]3[CH2:61][CH2:60]OC[CH2:57]3)[CH2:52][CH2:51]2)(=[O:49])=[O:48])[CH:43]=[C:42]([O:62][CH3:63])[N:41]=1.C(O[BH-](OC(=O)C)OC(=O)C)(=O)C.[Na+].[OH-].[Na+].Cl, predict the reaction product. The product is: [N:56]1([CH:53]2[CH2:52][CH2:51][N:50]([S:47]([NH:46][C:44]3[CH:43]=[C:42]([O:62][CH3:63])[N:41]=[C:40]([S:39][CH2:38][C:37]4[CH:64]=[CH:65][CH:66]=[C:67]([F:68])[C:36]=4[F:35])[N:45]=3)(=[O:48])=[O:49])[CH2:55][CH2:54]2)[CH2:61][CH2:60][CH2:57]1.